Dataset: Catalyst prediction with 721,799 reactions and 888 catalyst types from USPTO. Task: Predict which catalyst facilitates the given reaction. (1) Reactant: N#N.[C:3]1([P:9]([C:16]2[CH:21]=[CH:20][CH:19]=[CH:18][CH:17]=2)[C:10]2[CH:15]=[CH:14][CH:13]=[CH:12][CH:11]=2)[CH:8]=[CH:7][CH:6]=[CH:5][CH:4]=1.[N-:22]([S:30]([C:33]([F:36])([F:35])[F:34])(=[O:32])=[O:31])[S:23]([C:26]([F:29])([F:28])[F:27])(=[O:25])=[O:24].C1(=O)O[CH2:40][CH2:39][O:38]1. Product: [F:36][C:33]([F:34])([F:35])[S:30]([N-:22][S:23]([C:26]([F:27])([F:28])[F:29])(=[O:24])=[O:25])(=[O:31])=[O:32].[OH:38][CH2:39][CH2:40][P+:9]([C:3]1[CH:4]=[CH:5][CH:6]=[CH:7][CH:8]=1)([C:10]1[CH:15]=[CH:14][CH:13]=[CH:12][CH:11]=1)[C:16]1[CH:17]=[CH:18][CH:19]=[CH:20][CH:21]=1. The catalyst class is: 5. (2) Reactant: [Br:1][C:2]1[C:7]([NH2:8])=[CH:6][C:5]([Cl:9])=[CH:4][N:3]=1.[CH:10](=O)[C:11]1[CH:16]=[CH:15][C:14]([O:17][CH3:18])=[CH:13][CH:12]=1.C(O[BH-](OC(=O)C)OC(=O)C)(=O)C.[Na+].C(=O)(O)[O-].[Na+]. Product: [Br:1][C:2]1[C:7]([NH:8][CH2:10][C:11]2[CH:16]=[CH:15][C:14]([O:17][CH3:18])=[CH:13][CH:12]=2)=[CH:6][C:5]([Cl:9])=[CH:4][N:3]=1. The catalyst class is: 366.